Dataset: Forward reaction prediction with 1.9M reactions from USPTO patents (1976-2016). Task: Predict the product of the given reaction. (1) Given the reactants [CH3:1][O:2][C:3]1[CH:4]=[CH:5][C:6]2[O:10][CH:9]=[C:8]([CH2:11][CH2:12]I)[C:7]=2[CH:14]=1.[F:15][C:16]1[CH:17]=[C:18]2[C:23](=[C:24]([N:26]3[CH2:31][CH2:30][NH:29][CH2:28][CH2:27]3)[CH:25]=1)[N:22]=[CH:21][CH:20]=[CH:19]2, predict the reaction product. The product is: [CH3:1][O:2][C:3]1[CH:4]=[CH:5][C:6]2[O:10][CH:9]=[C:8]([CH2:11][CH2:12][N:29]3[CH2:30][CH2:31][N:26]([C:24]4[CH:25]=[C:16]([F:15])[CH:17]=[C:18]5[C:23]=4[N:22]=[CH:21][CH:20]=[CH:19]5)[CH2:27][CH2:28]3)[C:7]=2[CH:14]=1. (2) Given the reactants [CH3:1][NH:2][CH3:3].[CH2:4]=O.Cl.[CH2:7]([N:10]1[C:14]2=[C:15]([N:28]3[CH2:37][CH2:36][C:35]4[C:30](=[CH:31][CH:32]=[CH:33][CH:34]=4)[CH2:29]3)[N:16]=[C:17]([C:19]([N:21]3[CH2:26][CH2:25][N:24]([CH3:27])[CH2:23][CH2:22]3)=[O:20])[CH:18]=[C:13]2[C:12]([CH2:38]C#N)=[C:11]1[CH3:41])[CH:8]=[CH2:9].[I:42]C, predict the reaction product. The product is: [I-:42].[CH2:7]([N:10]1[C:14]2=[C:15]([N:28]3[CH2:37][CH2:36][C:35]4[C:30](=[CH:31][CH:32]=[CH:33][CH:34]=4)[CH2:29]3)[N:16]=[C:17]([C:19]([N:21]3[CH2:26][CH2:25][N:24]([CH3:27])[CH2:23][CH2:22]3)=[O:20])[CH:18]=[C:13]2[C:12]([CH2:38][N+:2]([CH3:4])([CH3:3])[CH3:1])=[C:11]1[CH3:41])[CH:8]=[CH2:9]. (3) Given the reactants [CH3:1][O:2][C:3]1[CH:8]=[CH:7][C:6]([C:9]2([C:12]([O:14]C)=O)[CH2:11][CH2:10]2)=[CH:5][CH:4]=1.[NH2:16][NH2:17], predict the reaction product. The product is: [CH3:1][O:2][C:3]1[CH:8]=[CH:7][C:6]([C:9]2([C:12]([NH:16][NH2:17])=[O:14])[CH2:11][CH2:10]2)=[CH:5][CH:4]=1. (4) The product is: [Cl:16][C:17]1[CH:22]=[C:21]([O:23][C:2]2[C:11]3[C:6](=[CH:7][C:8]([O:14][CH3:15])=[C:9]([O:12][CH3:13])[CH:10]=3)[N:5]=[CH:4][CH:3]=2)[C:20]([OH:24])=[N:19][CH:18]=1. Given the reactants Cl[C:2]1[C:11]2[C:6](=[CH:7][C:8]([O:14][CH3:15])=[C:9]([O:12][CH3:13])[CH:10]=2)[N:5]=[CH:4][CH:3]=1.[Cl:16][C:17]1[CH:18]=[N:19][C:20]([OH:24])=[C:21]([OH:23])[CH:22]=1.O, predict the reaction product. (5) Given the reactants [OH:1][CH2:2][C:3]1[CH:8]=[C:7]([O:9][CH3:10])[CH:6]=[C:5]([N:11]2[N:15]=[C:14]3[CH:16]=[CH:17][C:18]([O:20][CH3:21])=[CH:19][C:13]3=[N:12]2)[C:4]=1[OH:22].C(N(CC)CC)C.[C:30](Cl)(=[O:34])[C:31]([CH3:33])=[CH2:32], predict the reaction product. The product is: [C:30]([O:1][CH2:2][C:3]1[CH:8]=[C:7]([O:9][CH3:10])[CH:6]=[C:5]([N:11]2[N:15]=[C:14]3[CH:16]=[CH:17][C:18]([O:20][CH3:21])=[CH:19][C:13]3=[N:12]2)[C:4]=1[OH:22])(=[O:34])[C:31]([CH3:33])=[CH2:32].